Dataset: Catalyst prediction with 721,799 reactions and 888 catalyst types from USPTO. Task: Predict which catalyst facilitates the given reaction. Reactant: [Br:1][C:2]1[S:6][C:5]([CH:7]=O)=[CH:4][CH:3]=1.[CH2:9]([NH2:13])[CH:10]([CH3:12])[CH3:11].[BH4-].[Na+]. Product: [Br:1][C:2]1[S:6][C:5]([CH2:7][NH:13][CH2:9][CH:10]([CH3:12])[CH3:11])=[CH:4][CH:3]=1. The catalyst class is: 5.